Dataset: Full USPTO retrosynthesis dataset with 1.9M reactions from patents (1976-2016). Task: Predict the reactants needed to synthesize the given product. (1) Given the product [CH3:13][N:14]1[CH2:19][CH2:18][N:17]([CH2:20][CH2:21][CH2:22][CH2:23][N:24]2[CH2:25][CH2:26][N:27]([C:2]3[NH:3][C:4](=[O:12])[C:5]4[C:10]([CH:11]=3)=[CH:9][CH:8]=[CH:7][CH:6]=4)[CH2:28][CH2:29]2)[CH2:16][CH2:15]1, predict the reactants needed to synthesize it. The reactants are: Cl[C:2]1[NH:3][C:4](=[O:12])[C:5]2[C:10]([CH:11]=1)=[CH:9][CH:8]=[CH:7][CH:6]=2.[CH3:13][N:14]1[CH2:19][CH2:18][N:17]([CH2:20][CH2:21][CH2:22][CH2:23][N:24]2[CH2:29][CH2:28][NH:27][CH2:26][CH2:25]2)[CH2:16][CH2:15]1. (2) Given the product [CH2:1]([N:8]1[CH2:9][CH2:10][C:11]([N:14]([CH3:15])[C:25](=[O:26])[O:27][CH3:28])([C:16]2[CH:17]=[CH:18][N:19]=[CH:20][CH:21]=2)[CH2:12][CH2:13]1)[C:2]1[CH:7]=[CH:6][CH:5]=[CH:4][CH:3]=1, predict the reactants needed to synthesize it. The reactants are: [CH2:1]([N:8]1[CH2:13][CH2:12][C:11]([C:16]2[CH:21]=[CH:20][N:19]=[CH:18][CH:17]=2)([NH:14][CH3:15])[CH2:10][CH2:9]1)[C:2]1[CH:7]=[CH:6][CH:5]=[CH:4][CH:3]=1.[H-].[Na+].Cl[C:25]([O:27][CH3:28])=[O:26]. (3) Given the product [Cl:35][C:29]1[CH:30]=[C:31]([Cl:34])[CH:32]=[CH:33][C:28]=1[C@@H:19]1[N:20]=[C:21]([C:23]2[S:24][CH:25]=[CH:26][N:27]=2)[NH:22][C:17]([CH2:16][N:6]2[CH2:7][C:3]([F:2])([F:14])[CH2:4][C@H:5]2[CH2:8][CH:9]([CH3:13])[C:10]([OH:12])=[O:11])=[C:18]1[C:36]([O:38][CH2:39][CH3:40])=[O:37], predict the reactants needed to synthesize it. The reactants are: Cl.[F:2][C:3]1([F:14])[CH2:7][NH:6][C@H:5]([CH2:8][CH:9]([CH3:13])[C:10]([OH:12])=[O:11])[CH2:4]1.Br[CH2:16][C:17]1[NH:22][C:21]([C:23]2[S:24][CH:25]=[CH:26][N:27]=2)=[N:20][C@@H:19]([C:28]2[CH:33]=[CH:32][C:31]([Cl:34])=[CH:30][C:29]=2[Cl:35])[C:18]=1[C:36]([O:38][CH2:39][CH3:40])=[O:37].C(=O)([O-])[O-].[K+].[K+]. (4) Given the product [F:1][C:2]1[CH:3]=[CH:4][C:5]([CH2:8][O:9][C:10]2[CH:18]=[CH:17][C:16]([C:19]([F:22])([F:21])[F:20])=[CH:15][C:11]=2[C:12]([NH:33][C:31]2[C:30]([CH3:29])=[N:35][O:36][CH:32]=2)=[O:14])=[CH:6][CH:7]=1, predict the reactants needed to synthesize it. The reactants are: [F:1][C:2]1[CH:7]=[CH:6][C:5]([CH2:8][O:9][C:10]2[CH:18]=[CH:17][C:16]([C:19]([F:22])([F:21])[F:20])=[CH:15][C:11]=2[C:12]([OH:14])=O)=[CH:4][CH:3]=1.C(Cl)CCl.C1C=[CH:29][C:30]2[N:35]([OH:36])N=[N:33][C:31]=2[CH:32]=1.CC1C(N)=CON=1.CCN(C(C)C)C(C)C. (5) Given the product [Br:1][C:2]1[CH:3]=[C:4]2[C:8](=[CH:9][CH:10]=1)[NH:7][C:6]([C:11]([NH2:13])=[O:12])=[C:5]2[S:14]([N:17]1[CH2:18][C@@H:19]2[C@@H:20]([O:29]2)[CH2:21]1)(=[O:16])=[O:15], predict the reactants needed to synthesize it. The reactants are: [Br:1][C:2]1[CH:3]=[C:4]2[C:8](=[CH:9][CH:10]=1)[NH:7][C:6]([C:11]([NH2:13])=[O:12])=[C:5]2[S:14]([N:17]1[C:21](O)=[CH:20][CH:19]=[C:18]1O)(=[O:16])=[O:15].ClC1C=C(C=CC=1)C(OO)=[O:29].O1CCCC1.